This data is from Reaction yield outcomes from USPTO patents with 853,638 reactions. The task is: Predict the reaction yield, written as a fraction of the theoretical maximum amount of product (1.0 means a 100% yield; for example, 0.34 means a 34% yield). (1) The reactants are [CH3:1][O:2][C:3]([C:5]1([NH:11][C:12](=[O:21])[C:13]2[CH:18]=[CH:17][CH:16]=[C:15]([CH3:19])[C:14]=2[OH:20])[CH2:10][CH2:9][S:8][CH2:7][CH2:6]1)=[O:4].C([O-])([O-])=O.[Cs+].[Cs+].Br[CH:29]([CH3:31])[CH3:30]. The catalyst is CN(C=O)C. The product is [CH3:1][O:2][C:3]([C:5]1([NH:11][C:12](=[O:21])[C:13]2[CH:18]=[CH:17][CH:16]=[C:15]([CH3:19])[C:14]=2[O:20][CH:29]([CH3:31])[CH3:30])[CH2:6][CH2:7][S:8][CH2:9][CH2:10]1)=[O:4]. The yield is 0.810. (2) The reactants are [Cl:1][C:2]1[CH:7]=[CH:6][C:5]([S:8]([N:11]([CH2:20][C:21]2[CH:26]=[C:25]([F:27])[C:24]([C:28]#[N:29])=[CH:23][C:22]=2[F:30])[C@@H:12]2[CH2:17][CH2:16][CH2:15][CH2:14][C@H:13]2[CH2:18][OH:19])(=[O:10])=[O:9])=[CH:4][CH:3]=1.Cl.N[OH:33].C([N:36]([CH2:39]C)CC)C. The catalyst is C(O)C. The product is [Cl:1][C:2]1[CH:3]=[CH:4][C:5]([S:8]([N:11]([CH2:20][C:21]2[CH:26]=[C:25]([F:27])[C:24]([C:28]3[N:36]=[CH:39][O:33][N:29]=3)=[CH:23][C:22]=2[F:30])[C@@H:12]2[CH2:17][CH2:16][CH2:15][CH2:14][C@H:13]2[CH2:18][OH:19])(=[O:10])=[O:9])=[CH:6][CH:7]=1. The yield is 0.460.